This data is from Full USPTO retrosynthesis dataset with 1.9M reactions from patents (1976-2016). The task is: Predict the reactants needed to synthesize the given product. (1) Given the product [CH:21]1([NH:20][C:18](=[O:19])[C:17]2[CH:24]=[CH:25][C:26]([CH3:27])=[C:15]([N:9]3[C:8](=[O:28])[C:7]4[C:12](=[CH:13][CH:14]=[C:5]([O:4][CH2:3][CH2:2][N:35]5[CH2:36][CH2:37][CH2:38][O:32][CH2:33][CH2:34]5)[CH:6]=4)[N:11]=[CH:10]3)[CH:16]=2)[CH2:23][CH2:22]1, predict the reactants needed to synthesize it. The reactants are: Cl[CH2:2][CH2:3][O:4][C:5]1[CH:6]=[C:7]2[C:12](=[CH:13][CH:14]=1)[N:11]=[CH:10][N:9]([C:15]1[CH:16]=[C:17]([CH:24]=[CH:25][C:26]=1[CH3:27])[C:18]([NH:20][CH:21]1[CH2:23][CH2:22]1)=[O:19])[C:8]2=[O:28].[I-].[K+].Cl.[O:32]1[CH2:38][CH2:37][CH2:36][NH:35][CH2:34][CH2:33]1.C(N(CC)C(C)C)(C)C. (2) Given the product [Br:9][C:10]1[CH:11]=[N:12][CH:13]=[C:14]([CH2:16][N:5]2[CH2:6][CH2:7][CH2:8][C@H:4]2[CH2:3][O:2][CH3:1])[CH:15]=1, predict the reactants needed to synthesize it. The reactants are: [CH3:1][O:2][CH2:3][C@@H:4]1[CH2:8][CH2:7][CH2:6][NH:5]1.[Br:9][C:10]1[CH:11]=[N:12][CH:13]=[C:14]([CH2:16]Cl)[CH:15]=1. (3) Given the product [OH:18][C@H:17]1[C@H:16]([OH:20])[C@H:15]([OH:23])[CH2:14][N:13]([S:24]([C:27]2[CH:32]=[CH:31][C:30]([O:33][C:34]3[CH:39]=[CH:38][CH:37]=[CH:36][CH:35]=3)=[CH:29][CH:28]=2)(=[O:25])=[O:26])[C@H:12]1[C:10]([OH:41])=[O:11], predict the reactants needed to synthesize it. The reactants are: C(ON[C:10]([C@H:12]1[C@H:17]2[O:18]C(C)(C)[O:20][C@@H:16]2[C@H:15]([OH:23])[CH2:14][N:13]1[S:24]([C:27]1[CH:32]=[CH:31][C:30]([O:33][C:34]2[CH:39]=[CH:38][CH:37]=[CH:36][CH:35]=2)=[CH:29][CH:28]=1)(=[O:26])=[O:25])=[O:11])C1C=CC=CC=1.C[OH:41]. (4) The reactants are: O1C2C=CC=C[C:4]=2[CH:3]=N1.[OH:10][C:11]1[C:15]2[CH:16]=[CH:17][C:18]([O:20][CH3:21])=[CH:19][C:14]=2[O:13][N:12]=1.C(O)C.C1(P(C2C=CC=CC=2)C2C=CC=CC=2)C=CC=CC=1.CC(OC(/N=N/C(OC(C)C)=O)=O)C. Given the product [CH2:3]([O:10][C:11]1[C:15]2[CH:16]=[CH:17][C:18]([O:20][CH3:21])=[CH:19][C:14]=2[O:13][N:12]=1)[CH3:4], predict the reactants needed to synthesize it. (5) Given the product [C@@H:1]12[CH2:7][C@@H:4]([CH2:5][CH2:6]1)[CH2:3][C@H:2]2[N:8]1[CH2:9][CH2:10][CH:11]([C:14]2[CH:19]=[CH:18][CH:17]=[CH:16][C:15]=2[OH:20])[CH2:12][CH2:13]1, predict the reactants needed to synthesize it. The reactants are: [C@@H:1]12[CH2:7][C@@H:4]([CH2:5][CH2:6]1)[CH2:3][C@H:2]2[N:8]1[CH2:13][CH2:12][CH:11]([C:14]2[CH:19]=[CH:18][CH:17]=[CH:16][C:15]=2[O:20]C)[CH2:10][CH2:9]1.Br. (6) The reactants are: [Cl:1][C:2]1[CH:11]=[C:10]([CH3:12])[C:9]2[CH2:8][N:7]([C:13]([O:15][C:16]([CH3:19])([CH3:18])[CH3:17])=[O:14])[CH2:6][CH2:5][C:4]=2[N:3]=1.[OH2:20]. Given the product [Cl:1][C:2]1[CH:11]=[C:10]([CH3:12])[C:9]2[C:8](=[O:20])[N:7]([C:13]([O:15][C:16]([CH3:19])([CH3:18])[CH3:17])=[O:14])[CH2:6][CH2:5][C:4]=2[N:3]=1, predict the reactants needed to synthesize it. (7) Given the product [CH3:20][Si:21]([CH3:28])([CH3:27])[N:22]([C@H:2]([B:7]1[O:11][C@@H:10]2[CH2:12][C@@H:13]3[CH2:16][C@H:15]([C@:9]2([CH3:19])[O:8]1)[C:14]3([CH3:18])[CH3:17])[CH2:3][CH:4]([CH3:6])[CH3:5])[Si:23]([CH3:26])([CH3:25])[CH3:24], predict the reactants needed to synthesize it. The reactants are: Cl[CH:2]([B:7]1[O:11][C@@H:10]2[CH2:12][C@@H:13]3[CH2:16][C@H:15]([C@:9]2([CH3:19])[O:8]1)[C:14]3([CH3:18])[CH3:17])[CH2:3][CH:4]([CH3:6])[CH3:5].[CH3:20][Si:21]([CH3:28])([CH3:27])[N-:22][Si:23]([CH3:26])([CH3:25])[CH3:24].[Li+].